Dataset: Catalyst prediction with 721,799 reactions and 888 catalyst types from USPTO. Task: Predict which catalyst facilitates the given reaction. (1) Reactant: [Cl:1][C:2]1[CH:12]=[CH:11][C:10]([C:13]2[CH:17]=[CH:16][N:15]([CH3:18])[N:14]=2)=[CH:9][C:3]=1[C:4]([O:6]CC)=[O:5].C[O-].[Na+]. Product: [Cl:1][C:2]1[CH:12]=[CH:11][C:10]([C:13]2[CH:17]=[CH:16][N:15]([CH3:18])[N:14]=2)=[CH:9][C:3]=1[C:4]([OH:6])=[O:5]. The catalyst class is: 8. (2) Reactant: [CH3:1][O:2][C@@H:3]([C@@H:17]1[CH2:21][CH2:20][CH2:19][N:18]1C(OC(C)(C)C)=O)[C@@H:4]([CH3:16])[C:5](=[O:15])[NH:6][CH2:7][CH2:8][C:9]1[CH:14]=[CH:13][CH:12]=[CH:11][CH:10]=1.[ClH:29]. Product: [ClH:29].[CH3:1][O:2][C@@H:3]([C@@H:17]1[CH2:21][CH2:20][CH2:19][NH:18]1)[C@@H:4]([CH3:16])[C:5]([NH:6][CH2:7][CH2:8][C:9]1[CH:10]=[CH:11][CH:12]=[CH:13][CH:14]=1)=[O:15]. The catalyst class is: 169. (3) Reactant: C1(C)C=CC(S(O)(=O)=O)=CC=1.[C:12]([C:15]1([C:21]2[CH:26]=[CH:25][CH:24]=[CH:23][CH:22]=2)[CH2:20][CH2:19][NH:18][CH2:17][CH2:16]1)([OH:14])=[O:13].[OH-].[Na+].O.Cl[C:31]([O:33][CH2:34][C:35]1[CH:40]=[CH:39][CH:38]=[CH:37][CH:36]=1)=[O:32]. Product: [CH2:34]([O:33][C:31]([N:18]1[CH2:17][CH2:16][C:15]([C:12]([OH:14])=[O:13])([C:21]2[CH:26]=[CH:25][CH:24]=[CH:23][CH:22]=2)[CH2:20][CH2:19]1)=[O:32])[C:35]1[CH:40]=[CH:39][CH:38]=[CH:37][CH:36]=1. The catalyst class is: 21. (4) Reactant: [CH3:1][NH:2][C:3]([C:5]1[C:13]2[C:8](=[N:9][C:10]([N:15]([CH2:20][CH2:21][CH2:22][C:23]#[N:24])[S:16]([CH3:19])(=[O:18])=[O:17])=[C:11]([I:14])[CH:12]=2)[O:7][C:6]=1[C:25]1[CH:30]=[CH:29][C:28]([F:31])=[CH:27][CH:26]=1)=[O:4].B. Product: [CH3:1][NH:2][C:3]([C:5]1[C:13]2[C:8](=[N:9][C:10]([N:15]([CH2:20][CH2:21][CH2:22][CH2:23][NH2:24])[S:16]([CH3:19])(=[O:18])=[O:17])=[C:11]([I:14])[CH:12]=2)[O:7][C:6]=1[C:25]1[CH:26]=[CH:27][C:28]([F:31])=[CH:29][CH:30]=1)=[O:4]. The catalyst class is: 1. (5) Reactant: [NH:1]1[CH2:5][CH2:4][C@@H:3]2[CH2:6][N:7]([C:9]3[CH:10]=[C:11]([CH2:16][OH:17])[C:12]([Br:15])=[N:13][CH:14]=3)[CH2:8][C@H:2]12.[C:18]([OH:25])(=[O:24])/[CH:19]=[CH:20]/[C:21]([OH:23])=[O:22]. Product: [C:18]([OH:25])(=[O:24])/[CH:19]=[CH:20]/[C:21]([OH:23])=[O:22].[NH:1]1[CH2:5][CH2:4][C@@H:3]2[CH2:6][N:7]([C:9]3[CH:10]=[C:11]([CH2:16][OH:17])[C:12]([Br:15])=[N:13][CH:14]=3)[CH2:8][C@H:2]12. The catalyst class is: 459. (6) Reactant: [C:1]([CH:3]=[C:4]1[CH2:7][N:6](C(OC(C)(C)C)=O)[CH2:5]1)#[N:2].N12CCCN=C1CCCCC2.[CH2:26]([N:33]1[C:37]2[CH:38]=[CH:39][C:40]3[N:41]([C:42]([CH3:45])=[N:43][N:44]=3)[C:36]=2[CH:35]=[C:34]1[C:46]1[NH:50][N:49]=[CH:48][CH:47]=1)[C:27]1[CH:32]=[CH:31][CH:30]=[CH:29][CH:28]=1.Cl.O1CCOCC1. Product: [CH2:26]([N:33]1[C:37]2[CH:38]=[CH:39][C:40]3[N:41]([C:42]([CH3:45])=[N:43][N:44]=3)[C:36]=2[CH:35]=[C:34]1[C:46]1[CH:47]=[CH:48][N:49]([C:4]2([CH2:3][C:1]#[N:2])[CH2:5][NH:6][CH2:7]2)[N:50]=1)[C:27]1[CH:28]=[CH:29][CH:30]=[CH:31][CH:32]=1. The catalyst class is: 10. (7) Reactant: [C:1]1([CH2:11][C@H:12]2[C:16](=[O:17])[O:15][CH2:14][N:13]2[C:18]([O:20][CH2:21][CH:22]2[C:34]3[CH:33]=[CH:32][CH:31]=[CH:30][C:29]=3[C:28]3[C:23]2=[CH:24][CH:25]=[CH:26][CH:27]=3)=[O:19])[C:10]2[C:5](=[CH:6][CH:7]=[CH:8][CH:9]=2)[CH:4]=[CH:3][CH:2]=1.FC(F)(F)C(O)=O.C([SiH](CC)CC)C. Product: [CH:24]1[C:23]2[CH:22]([CH2:21][O:20][C:18]([N:13]([CH3:14])[C@@H:12]([CH2:11][C:1]3[C:10]4[C:5](=[CH:6][CH:7]=[CH:8][CH:9]=4)[CH:4]=[CH:3][CH:2]=3)[C:16]([OH:17])=[O:15])=[O:19])[C:34]3[C:29](=[CH:30][CH:31]=[CH:32][CH:33]=3)[C:28]=2[CH:27]=[CH:26][CH:25]=1. The catalyst class is: 2. (8) Product: [CH3:11][NH:12][CH2:2][C:3]1[CH:8]=[CH:7][C:6]([C:9]#[N:10])=[CH:5][CH:4]=1. The catalyst class is: 10. Reactant: Br[CH2:2][C:3]1[CH:8]=[CH:7][C:6]([C:9]#[N:10])=[CH:5][CH:4]=1.[CH3:11][NH2:12]. (9) Reactant: [NH:1]([CH2:5][CH2:6][CH2:7][NH:8][C:9](=[O:15])[O:10][C:11]([CH3:14])([CH3:13])[CH3:12])[C:2]([NH2:4])=[S:3].C([O-])(=O)C.[Na+].Br[CH:22]([CH:25]=O)[CH:23]=[O:24]. Product: [CH:23]([C:22]1[S:3][C:2]([NH:1][CH2:5][CH2:6][CH2:7][NH:8][C:9](=[O:15])[O:10][C:11]([CH3:12])([CH3:14])[CH3:13])=[N:4][CH:25]=1)=[O:24]. The catalyst class is: 559. (10) Reactant: [C:1]([C:3]1[N:8]=[CH:7][C:6]([NH:9][C:10](=[O:30])[CH2:11][NH:12]C(=O)OCC2C3C=CC=CC=3C3C2=CC=CC=3)=[CH:5][C:4]=1[NH:31][C:32]1[CH:37]=[C:36]([CH3:38])[CH:35]=[C:34]([CH3:39])[N:33]=1)#[N:2].N1CCCCC1. Product: [C:1]([C:3]1[N:8]=[CH:7][C:6]([NH:9][C:10](=[O:30])[CH2:11][NH2:12])=[CH:5][C:4]=1[NH:31][C:32]1[CH:37]=[C:36]([CH3:38])[CH:35]=[C:34]([CH3:39])[N:33]=1)#[N:2]. The catalyst class is: 3.